Dataset: Peptide-MHC class II binding affinity with 134,281 pairs from IEDB. Task: Regression. Given a peptide amino acid sequence and an MHC pseudo amino acid sequence, predict their binding affinity value. This is MHC class II binding data. (1) The peptide sequence is SQWGWCGSTDEYCSP. The MHC is DRB1_1302 with pseudo-sequence DRB1_1302. The binding affinity (normalized) is 0. (2) The peptide sequence is LHKLGYILRDISKIPGG. The MHC is DRB1_0101 with pseudo-sequence DRB1_0101. The binding affinity (normalized) is 0.510. (3) The peptide sequence is LLIDVVTYLVALIPE. The MHC is HLA-DQA10401-DQB10402 with pseudo-sequence HLA-DQA10401-DQB10402. The binding affinity (normalized) is 0.298. (4) The peptide sequence is SLGVGADQGCAINFG. The MHC is DRB1_0901 with pseudo-sequence DRB1_0901. The binding affinity (normalized) is 0.364. (5) The peptide sequence is FNQMIFVSSIFISFY. The MHC is DRB1_0401 with pseudo-sequence DRB1_0401. The binding affinity (normalized) is 0.293. (6) The peptide sequence is SRAEVSYVHVNGAKF. The MHC is DRB1_0405 with pseudo-sequence DRB1_0405. The binding affinity (normalized) is 0.402.